From a dataset of Forward reaction prediction with 1.9M reactions from USPTO patents (1976-2016). Predict the product of the given reaction. (1) Given the reactants [C:1]([C:3]([C:6]1[CH:11]=[CH:10][C:9]([N:12]2[CH2:17][CH2:16][C:15]([OH:18])=[C:14]([C:19]#[N:20])[C:13]2=[O:21])=[CH:8][CH:7]=1)([CH3:5])[CH3:4])#[N:2].[CH3:22]N(C)C=O.C(Cl)(=O)C(Cl)=O, predict the reaction product. The product is: [C:1]([C:3]([C:6]1[CH:7]=[CH:8][C:9]([N:12]2[CH2:17][CH2:16][C:15]([O:18][CH3:22])=[C:14]([C:19]#[N:20])[C:13]2=[O:21])=[CH:10][CH:11]=1)([CH3:5])[CH3:4])#[N:2]. (2) Given the reactants [C:1]([O:5][C:6]([N:8]1[CH2:13][CH2:12][CH:11]([C:14]([OH:16])=O)[CH:10]([NH:17][S:18]([C:21]2[CH:26]=[CH:25][C:24]([O:27][CH2:28][C:29]3[C:38]4[C:33](=[CH:34][CH:35]=[CH:36][CH:37]=4)[N:32]=[C:31]([CH3:39])[CH:30]=3)=[CH:23][CH:22]=2)(=[O:20])=[O:19])[CH2:9]1)=[O:7])([CH3:4])([CH3:3])[CH3:2].[NH2:40][OH:41], predict the reaction product. The product is: [C:1]([O:5][C:6]([N:8]1[CH2:13][CH2:12][CH:11]([C:14](=[O:16])[NH:40][OH:41])[CH:10]([NH:17][S:18]([C:21]2[CH:26]=[CH:25][C:24]([O:27][CH2:28][C:29]3[C:38]4[C:33](=[CH:34][CH:35]=[CH:36][CH:37]=4)[N:32]=[C:31]([CH3:39])[CH:30]=3)=[CH:23][CH:22]=2)(=[O:20])=[O:19])[CH2:9]1)=[O:7])([CH3:3])([CH3:2])[CH3:4].